From a dataset of Catalyst prediction with 721,799 reactions and 888 catalyst types from USPTO. Predict which catalyst facilitates the given reaction. (1) Reactant: [F:1][C:2]1[CH:34]=[CH:33][C:5]([CH2:6][N:7]2[C:16](=[O:17])[C:15]([C:18]3[NH:23][C:22]4[CH:24]=[CH:25][C:26](I)=[CH:27][C:21]=4[S:20](=[O:30])(=[O:29])[N:19]=3)=[C:14]([OH:31])[C@H:13]3[C@@H:8]2[C@H:9]2[CH2:32][C@@H:12]3[CH2:11][CH2:10]2)=[CH:4][CH:3]=1.[Cu][C:36]#[N:37]. The catalyst class is: 42. Product: [F:1][C:2]1[CH:34]=[CH:33][C:5]([CH2:6][N:7]2[C:16](=[O:17])[C:15]([C:18]3[NH:23][C:22]4[CH:24]=[CH:25][C:26]([C:36]#[N:37])=[CH:27][C:21]=4[S:20](=[O:30])(=[O:29])[N:19]=3)=[C:14]([OH:31])[C@H:13]3[C@@H:8]2[C@H:9]2[CH2:32][C@@H:12]3[CH2:11][CH2:10]2)=[CH:4][CH:3]=1. (2) Reactant: [F:1][C:2]1[CH:7]=[CH:6][C:5](/[CH:8]=[CH:9]/[C:10]2[CH:15]=[CH:14][C:13]([S:16]([C:19]3[C:24]([N+:25]([O-])=O)=[CH:23][CH:22]=[CH:21][N:20]=3)(=[O:18])=[O:17])=[CH:12][CH:11]=2)=[CH:4][CH:3]=1.BrC1C([N+]([O-])=O)=CC=CN=1. Product: [F:1][C:2]1[CH:7]=[CH:6][C:5](/[CH:8]=[CH:9]/[C:10]2[CH:11]=[CH:12][C:13]([S:16]([C:19]3[C:24]([NH2:25])=[CH:23][CH:22]=[CH:21][N:20]=3)(=[O:17])=[O:18])=[CH:14][CH:15]=2)=[CH:4][CH:3]=1. The catalyst class is: 180. (3) Reactant: [Cl:1][C:2]1[CH:7]=[C:6](B(O)O)[CH:5]=[CH:4][N:3]=1.Br[C:12]1[CH:13]=[C:14]2[C:18](=[C:19]([C:21]([NH2:23])=[O:22])[CH:20]=1)[NH:17][CH:16]=[C:15]2[CH:24]1[CH2:29][CH2:28][S:27](=[O:31])(=[O:30])[CH2:26][CH2:25]1.C(=O)([O-])[O-].[K+].[K+].O1CCOCC1. Product: [Cl:1][C:2]1[CH:7]=[C:6]([C:12]2[CH:13]=[C:14]3[C:18](=[C:19]([C:21]([NH2:23])=[O:22])[CH:20]=2)[NH:17][CH:16]=[C:15]3[CH:24]2[CH2:25][CH2:26][S:27](=[O:30])(=[O:31])[CH2:28][CH2:29]2)[CH:5]=[CH:4][N:3]=1. The catalyst class is: 263. (4) Reactant: [ClH:1].[CH3:2][N:3]([CH3:8])[CH2:4][C:5]([OH:7])=[O:6].[CH2:9](O)[CH2:10][CH2:11][CH2:12][CH2:13][CH2:14][CH2:15][CH2:16][CH2:17][CH2:18][CH2:19][CH2:20][CH2:21][CH2:22][CH2:23][CH3:24]. Product: [ClH:1].[CH2:24]([O:6][C:5](=[O:7])[CH2:4][N:3]([CH3:8])[CH3:2])[CH2:23][CH2:22][CH2:21][CH2:20][CH2:19][CH2:18][CH2:17][CH2:16][CH2:15][CH2:14][CH2:13][CH2:12][CH2:11][CH2:10][CH3:9]. The catalyst class is: 89. (5) Reactant: [NH2:1][C:2]1[CH:7]=[CH:6][C:5]([Br:8])=[CH:4][C:3]=1[SH:9].[CH:10](=O)[C:11]1[C:12](=[CH:14][CH:15]=[CH:16][CH:17]=1)[OH:13]. Product: [Br:8][C:5]1[CH:6]=[CH:7][C:2]2[N:1]=[C:10]([C:11]3[CH:17]=[CH:16][CH:15]=[CH:14][C:12]=3[OH:13])[S:9][C:3]=2[CH:4]=1. The catalyst class is: 12. (6) Reactant: [O:1]=[C:2]1[CH:7]=[CH:6][N:5]([C:8]([O:10][CH2:11][C:12]2[CH:17]=[CH:16][CH:15]=[CH:14][CH:13]=2)=[O:9])[CH:4]([C:18]2[CH:23]=[CH:22][C:21]([C:24]([F:27])([F:26])[F:25])=[CH:20][CH:19]=2)[CH2:3]1.Br[CH2:29][C:30]([O:32][CH3:33])=[O:31]. Product: [CH3:33][O:32][C:30](=[O:31])[CH2:29][CH:3]1[C:2](=[O:1])[CH:7]=[CH:6][N:5]([C:8]([O:10][CH2:11][C:12]2[CH:13]=[CH:14][CH:15]=[CH:16][CH:17]=2)=[O:9])[CH:4]1[C:18]1[CH:19]=[CH:20][C:21]([C:24]([F:27])([F:25])[F:26])=[CH:22][CH:23]=1. The catalyst class is: 1. (7) Reactant: [NH:1]1[C:9]2[C:4](=[CH:5][CH:6]=[CH:7][CH:8]=2)[CH:3]=[C:2]1[C:10]1[C:18]2[C:13](=[CH:14][CH:15]=[CH:16][CH:17]=2)[NH:12][CH:11]=1.[CH2:19](OC(OCC)CN(C)C)[CH3:20]. Product: [CH:17]1[CH:16]=[CH:15][CH:14]=[C:13]2[NH:12][C:11]3[C:10](=[C:2]4[C:3](=[CH:19][CH:20]=3)[C:4]3[C:9](=[CH:8][CH:7]=[CH:6][CH:5]=3)[NH:1]4)[C:18]=12. The catalyst class is: 15. (8) Reactant: Br[N:2]1C(=O)CC[C:3]1=O.[CH3:9][C:10]1[CH:15]=[CH:14][C:13]([O:16][CH3:17])=[CH:12][C:11]=1[CH3:18]. Product: [CH3:18][C:11]1[CH:12]=[C:13]([O:16][CH3:17])[CH:14]=[CH:15][C:10]=1[CH2:9][C:3]#[N:2]. The catalyst class is: 734.